From a dataset of Forward reaction prediction with 1.9M reactions from USPTO patents (1976-2016). Predict the product of the given reaction. (1) Given the reactants O.[OH-].[Li+].[N:4]1[C:5]([CH2:13][O:14][C:15]2[CH:36]=[CH:35][C:18]([CH2:19][O:20]/[N:21]=[C:22](/[C:29]3[CH:34]=[CH:33][CH:32]=[CH:31][CH:30]=3)\[CH2:23][CH2:24][C:25]([O:27]C)=[O:26])=[CH:17][CH:16]=2)=[CH:6][N:7]2[CH:12]=[CH:11][CH:10]=[CH:9][C:8]=12.O.Cl, predict the reaction product. The product is: [N:4]1[C:5]([CH2:13][O:14][C:15]2[CH:16]=[CH:17][C:18]([CH2:19][O:20]/[N:21]=[C:22](/[C:29]3[CH:34]=[CH:33][CH:32]=[CH:31][CH:30]=3)\[CH2:23][CH2:24][C:25]([OH:27])=[O:26])=[CH:35][CH:36]=2)=[CH:6][N:7]2[CH:12]=[CH:11][CH:10]=[CH:9][C:8]=12. (2) Given the reactants [F:1][C:2]1([F:13])[CH2:7][CH2:6][CH:5]([C:8](OCC)=[O:9])[CH2:4][CH2:3]1.[H-].[H-].[H-].[H-].[Li+].[Al+3], predict the reaction product. The product is: [F:1][C:2]1([F:13])[CH2:7][CH2:6][CH:5]([CH2:8][OH:9])[CH2:4][CH2:3]1. (3) The product is: [C:46]([O:50][C:51](=[O:60])[C@@H:52]([NH:59][C:3](=[O:12])[C:4]1[CH:9]=[CH:8][C:7]([Br:10])=[CH:6][C:5]=1[OH:11])[CH2:53][O:54][C:55]([CH3:58])([CH3:57])[CH3:56])([CH3:49])([CH3:47])[CH3:48]. Given the reactants CO[C:3](=[O:12])[C:4]1[CH:9]=[CH:8][C:7]([Br:10])=[CH:6][C:5]=1[OH:11].CN(C(ON1N=NC2C=CC=NC1=2)=[N+](C)C)C.F[P-](F)(F)(F)(F)F.CCN(C(C)C)C(C)C.[C:46]([O:50][C:51](=[O:60])[C@@H:52]([NH2:59])[CH2:53][O:54][C:55]([CH3:58])([CH3:57])[CH3:56])([CH3:49])([CH3:48])[CH3:47], predict the reaction product.